Dataset: Reaction yield outcomes from USPTO patents with 853,638 reactions. Task: Predict the reaction yield, written as a fraction of the theoretical maximum amount of product (1.0 means a 100% yield; for example, 0.34 means a 34% yield). (1) The reactants are [Si]([O:8][CH2:9][CH:10]1[CH2:21][CH2:20][C:19]2[S:18][C:17]3[C:12](=[C:13]([O:22][CH:23]4[CH2:28][CH2:27][CH:26]([N:29]5[CH2:34][CH2:33][O:32][CH2:31][CH2:30]5)[CH2:25][CH2:24]4)[N:14]=[CH:15][N:16]=3)[C:11]1=2)(C(C)(C)C)(C)C.Cl. The catalyst is CO. The product is [N:29]1([CH:26]2[CH2:25][CH2:24][CH:23]([O:22][C:13]3[N:14]=[CH:15][N:16]=[C:17]4[C:12]=3[C:11]3[CH:10]([CH2:9][OH:8])[CH2:21][CH2:20][C:19]=3[S:18]4)[CH2:28][CH2:27]2)[CH2:30][CH2:31][O:32][CH2:33][CH2:34]1. The yield is 0.960. (2) The reactants are [OH-].[OH-].[C:3]1([B+2])[CH:8]=[CH:7][CH:6]=[CH:5][CH:4]=1.[F-].[Cs+].Cl[C:13]1[CH:18]=[CH:17][C:16](C)=[CH:15][CH:14]=1.O1CCOC[CH2:21]1. The catalyst is C([O-])(=O)C.[Pd+2].C([O-])(=O)C.CC1C=CC=C(C)C=1NCCCCCC. The product is [CH3:21][C:3]1[CH:8]=[CH:7][C:6]([C:13]2[CH:18]=[CH:17][CH:16]=[CH:15][CH:14]=2)=[CH:5][CH:4]=1. The yield is 0.930. (3) The reactants are [Sn](Cl)(Cl)(Cl)Cl.[CH3:6][O:7]C(Cl)Cl.[CH2:11]([CH:13]([CH2:19][C:20]1[CH:25]=[CH:24][C:23]([O:26][CH3:27])=[CH:22][CH:21]=1)[C:14]([O:16][CH2:17][CH3:18])=[O:15])[CH3:12].Cl. The catalyst is ClCCl. The product is [CH2:11]([CH:13]([CH2:19][C:20]1[CH:21]=[CH:22][C:23]([O:26][CH3:27])=[C:24]([CH:6]=[O:7])[CH:25]=1)[C:14]([O:16][CH2:17][CH3:18])=[O:15])[CH3:12]. The yield is 0.970. (4) The reactants are C[O:2][C:3](=[O:32])[C@H:4]([CH2:6][CH:7]([CH2:9][C:10](=[O:31])[C:11]1[CH:16]=[CH:15][CH:14]=[C:13]([NH:17][CH2:18][C:19]2[CH:24]=[CH:23][N:22]=[CH:21][CH:20]=2)[C:12]=1[C:25]1[CH:30]=[CH:29][CH:28]=[CH:27][CH:26]=1)[CH3:8])[NH2:5].[Li+].[OH-]. The catalyst is C1COCC1.O. The product is [N:22]1[CH:23]=[CH:24][C:19]([CH2:18][NH:17][C:13]2[C:12]([C:25]3[CH:26]=[CH:27][CH:28]=[CH:29][CH:30]=3)=[C:11]([CH:16]=[CH:15][CH:14]=2)[C:10]([CH2:9][CH:7]([CH3:8])[CH2:6][C@@H:4]([C:3]([OH:32])=[O:2])[NH2:5])=[O:31])=[CH:20][CH:21]=1. The yield is 0.900. (5) The reactants are [H-].[Na+].[NH:3]1[CH:7]=[CH:6][N:5]=[CH:4]1.Br[CH2:9][C:10]1[S:14][C:13]([C:15]([O:17][CH2:18][CH3:19])=[O:16])=[N:12][CH:11]=1. The catalyst is CN(C=O)C. The product is [N:3]1([CH2:9][C:10]2[S:14][C:13]([C:15]([O:17][CH2:18][CH3:19])=[O:16])=[N:12][CH:11]=2)[CH:7]=[CH:6][N:5]=[CH:4]1. The yield is 0.440. (6) The reactants are [CH:1]1([NH:4][C:5](=[O:22])[C:6]2[CH:11]=[CH:10][C:9]([B:12]3[O:16]C(C)(C)C(C)(C)[O:13]3)=[CH:8][C:7]=2[CH3:21])[CH2:3][CH2:2]1.I([O-])(=O)(=O)=O.[Na+].C([O-])(=O)C.[NH4+].O. The catalyst is CC(C)=O. The product is [CH:1]1([NH:4][C:5]([C:6]2[CH:11]=[CH:10][C:9]([B:12]([OH:16])[OH:13])=[CH:8][C:7]=2[CH3:21])=[O:22])[CH2:2][CH2:3]1. The yield is 0.943. (7) The reactants are [F:1][C:2]1[CH:7]=[CH:6][CH:5]=[C:4]([F:8])[C:3]=1[C:9]1[O:10][C:11]([C:17]2[S:18][CH:19]=[CH:20][CH:21]=2)=[C:12]([C:14](O)=[O:15])[N:13]=1.O.OC1C2N=N[NH:29]C=2C=CC=1.N.O1CCOCC1.Cl.CN(C)CCCN=C=NCC. The catalyst is CN(C=O)C. The product is [F:1][C:2]1[CH:7]=[CH:6][CH:5]=[C:4]([F:8])[C:3]=1[C:9]1[O:10][C:11]([C:17]2[S:18][CH:19]=[CH:20][CH:21]=2)=[C:12]([C:14]([NH2:29])=[O:15])[N:13]=1. The yield is 0.0400. (8) The product is [CH3:16][S:17]([N:9]1[CH2:14][CH2:13][C:12](=[O:15])[CH2:11][CH2:10]1)(=[O:19])=[O:18]. The yield is 0.870. The reactants are C(=O)([O-])[O-].[K+].[K+].Cl.O.[NH:9]1[CH2:14][CH2:13][C:12](=[O:15])[CH2:11][CH2:10]1.[CH3:16][S:17](Cl)(=[O:19])=[O:18]. The catalyst is C(Cl)(Cl)Cl.O. (9) The reactants are [CH3:1][N:2]1[CH2:7][CH2:6][CH:5]([N:8]2[CH:12]=[C:11]([NH2:13])[CH:10]=[N:9]2)[CH2:4][CH2:3]1.Cl[C:15]1[N:20]=[C:19]([CH2:21][CH2:22][C:23]2[CH:28]=[CH:27][CH:26]=[CH:25][C:24]=2[CH:29]([CH3:33])[C:30]([NH2:32])=[O:31])[C:18]([Cl:34])=[CH:17][N:16]=1.O. The catalyst is CO. The product is [Cl:34][C:18]1[C:19]([CH2:21][CH2:22][C:23]2[CH:28]=[CH:27][CH:26]=[CH:25][C:24]=2[CH:29]([CH3:33])[C:30]([NH2:32])=[O:31])=[N:20][C:15]([NH:13][C:11]2[CH:10]=[N:9][N:8]([CH:5]3[CH2:4][CH2:3][N:2]([CH3:1])[CH2:7][CH2:6]3)[CH:12]=2)=[N:16][CH:17]=1. The yield is 0.0200.